This data is from NCI-60 drug combinations with 297,098 pairs across 59 cell lines. The task is: Regression. Given two drug SMILES strings and cell line genomic features, predict the synergy score measuring deviation from expected non-interaction effect. Drug 1: CCC(=C(C1=CC=CC=C1)C2=CC=C(C=C2)OCCN(C)C)C3=CC=CC=C3.C(C(=O)O)C(CC(=O)O)(C(=O)O)O. Drug 2: CC1C(C(CC(O1)OC2CC(OC(C2O)C)OC3=CC4=CC5=C(C(=O)C(C(C5)C(C(=O)C(C(C)O)O)OC)OC6CC(C(C(O6)C)O)OC7CC(C(C(O7)C)O)OC8CC(C(C(O8)C)O)(C)O)C(=C4C(=C3C)O)O)O)O. Cell line: M14. Synergy scores: CSS=60.8, Synergy_ZIP=10.7, Synergy_Bliss=10.0, Synergy_Loewe=-38.3, Synergy_HSA=5.84.